This data is from Reaction yield outcomes from USPTO patents with 853,638 reactions. The task is: Predict the reaction yield, written as a fraction of the theoretical maximum amount of product (1.0 means a 100% yield; for example, 0.34 means a 34% yield). The reactants are [F:1][C:2]([F:17])([F:16])[O:3][C:4]1[CH:15]=[CH:14][C:7]([CH:8]=[C:9]([C:12]#[N:13])[C:10]#[N:11])=[CH:6][CH:5]=1.[CH2:18]([Sn](CCCC)(CCCC)CCCC)[CH:19]=[CH2:20].CI.N(C(C)(C)C#N)=N[C:38](C)(C)C#N. The catalyst is C1C=CC=CC=1.C(#N)C.CCCCCC. The product is [CH2:20]([C:9]([CH:8]([C:7]1[CH:6]=[CH:5][C:4]([O:3][C:2]([F:16])([F:17])[F:1])=[CH:15][CH:14]=1)[CH3:38])([C:12]#[N:13])[C:10]#[N:11])[CH:19]=[CH2:18]. The yield is 0.650.